This data is from Catalyst prediction with 721,799 reactions and 888 catalyst types from USPTO. The task is: Predict which catalyst facilitates the given reaction. (1) Reactant: [F:1][C:2]1[CH:7]=[CH:6][CH:5]=[CH:4][C:3]=1[C:8]1[NH:12][CH:11]=[C:10]([C:13]#N)[CH:9]=1.C1C[O:18]CC1.C(O)(=O)C. Product: [F:1][C:2]1[CH:7]=[CH:6][CH:5]=[CH:4][C:3]=1[C:8]1[NH:12][CH:11]=[C:10]([CH:13]=[O:18])[CH:9]=1. The catalyst class is: 6. (2) Reactant: C(O)(C(F)(F)F)=O.C(OC([N:15]1[CH2:20][CH2:19][N:18]([CH:21]2[CH2:24][O:23][CH2:22]2)[CH2:17][CH2:16]1)=O)(C)(C)C. Product: [O:23]1[CH2:24][CH:21]([N:18]2[CH2:19][CH2:20][NH:15][CH2:16][CH2:17]2)[CH2:22]1. The catalyst class is: 2. (3) Reactant: [O:1]1[C:5]2[CH:6]=[CH:7][C:8]([O:10][C:11]3[N:33]=[CH:32][C:31]([F:34])=[CH:30][C:12]=3[C:13]([NH:15][CH2:16][C:17]3[CH:22]=[CH:21][C:20]([O:23][C@@H:24]([C:26](=O)[NH2:27])[CH3:25])=[CH:19][C:18]=3[F:29])=[O:14])=[CH:9][C:4]=2[O:3][CH2:2]1.COC1C=CC(P2(SP(C3C=CC(OC)=CC=3)(=S)S2)=[S:44])=CC=1. Product: [O:1]1[C:5]2[CH:6]=[CH:7][C:8]([O:10][C:11]3[N:33]=[CH:32][C:31]([F:34])=[CH:30][C:12]=3[C:13]([NH:15][CH2:16][C:17]3[CH:22]=[CH:21][C:20]([O:23][C@@H:24]([C:26](=[S:44])[NH2:27])[CH3:25])=[CH:19][C:18]=3[F:29])=[O:14])=[CH:9][C:4]=2[O:3][CH2:2]1. The catalyst class is: 7. (4) Reactant: [H-].[Na+].[CH2:3]([O:10][C:11]1[CH:16]=[CH:15][C:14]([C:17]2[NH:26][C:20]3[N:21]=[CH:22][N:23]=[C:24]([Cl:25])[C:19]=3[CH:18]=2)=[CH:13][CH:12]=1)[C:4]1[CH:9]=[CH:8][CH:7]=[CH:6][CH:5]=1.Cl[CH2:28][O:29][CH2:30][CH2:31][Si:32]([CH3:35])([CH3:34])[CH3:33].O. Product: [CH2:3]([O:10][C:11]1[CH:12]=[CH:13][C:14]([C:17]2[N:26]([CH2:28][O:29][CH2:30][CH2:31][Si:32]([CH3:35])([CH3:34])[CH3:33])[C:20]3[N:21]=[CH:22][N:23]=[C:24]([Cl:25])[C:19]=3[CH:18]=2)=[CH:15][CH:16]=1)[C:4]1[CH:5]=[CH:6][CH:7]=[CH:8][CH:9]=1. The catalyst class is: 875. (5) Reactant: [CH:1]1([CH2:4][N:5]([CH2:27][CH2:28][CH3:29])[C:6]([C:8]2[N:12]3[CH2:13][CH2:14][N:15]([C:16]4[C:21]([CH3:22])=[CH:20][C:19]([CH3:23])=[CH:18][C:17]=4[CH3:24])[C:11]3=[N:10][C:9]=2[CH2:25]C)=O)[CH2:3][CH2:2]1.[OH-].[Na+]. Product: [CH:1]1([CH2:4][N:5]([CH2:6][C:8]2[N:12]3[CH2:13][CH2:14][N:15]([C:16]4[C:21]([CH3:22])=[CH:20][C:19]([CH3:23])=[CH:18][C:17]=4[CH3:24])[C:11]3=[N:10][C:9]=2[CH3:25])[CH2:27][CH2:28][CH3:29])[CH2:3][CH2:2]1. The catalyst class is: 11.